From a dataset of Full USPTO retrosynthesis dataset with 1.9M reactions from patents (1976-2016). Predict the reactants needed to synthesize the given product. (1) Given the product [C:10]([O:8][C:5]1[CH:6]=[CH:7][C:2]([Br:1])=[CH:3][C:4]=1[Cl:9])(=[O:12])[CH3:11], predict the reactants needed to synthesize it. The reactants are: [Br:1][C:2]1[CH:7]=[CH:6][C:5]([OH:8])=[C:4]([Cl:9])[CH:3]=1.[C:10](OC(=O)C)(=[O:12])[CH3:11].N1C=CC=CC=1. (2) Given the product [CH:1]1([N:4]([C:5]2[N:9]=[C:8]([CH2:10][CH2:11][C:12]3[N:22]=[C:15]4[N:16]=[C:17]([CH3:21])[CH:18]=[C:19]([CH3:20])[N:14]4[N:13]=3)[N:7]([CH3:23])[N:6]=2)[CH3:24])[CH2:3][CH2:2]1, predict the reactants needed to synthesize it. The reactants are: [CH:1]1([N:4]([CH3:24])[C:5]2[N:9]=[C:8]([CH:10]=[CH:11][C:12]3[N:22]=[C:15]4[N:16]=[C:17]([CH3:21])[CH:18]=[C:19]([CH3:20])[N:14]4[N:13]=3)[N:7]([CH3:23])[N:6]=2)[CH2:3][CH2:2]1.[H][H].